From a dataset of NCI-60 drug combinations with 297,098 pairs across 59 cell lines. Regression. Given two drug SMILES strings and cell line genomic features, predict the synergy score measuring deviation from expected non-interaction effect. (1) Drug 1: CN(C(=O)NC(C=O)C(C(C(CO)O)O)O)N=O. Drug 2: COCCOC1=C(C=C2C(=C1)C(=NC=N2)NC3=CC=CC(=C3)C#C)OCCOC.Cl. Cell line: HOP-62. Synergy scores: CSS=10.1, Synergy_ZIP=3.29, Synergy_Bliss=5.72, Synergy_Loewe=1.42, Synergy_HSA=1.60. (2) Drug 1: CC1=C(N=C(N=C1N)C(CC(=O)N)NCC(C(=O)N)N)C(=O)NC(C(C2=CN=CN2)OC3C(C(C(C(O3)CO)O)O)OC4C(C(C(C(O4)CO)O)OC(=O)N)O)C(=O)NC(C)C(C(C)C(=O)NC(C(C)O)C(=O)NCCC5=NC(=CS5)C6=NC(=CS6)C(=O)NCCC[S+](C)C)O. Drug 2: B(C(CC(C)C)NC(=O)C(CC1=CC=CC=C1)NC(=O)C2=NC=CN=C2)(O)O. Cell line: LOX IMVI. Synergy scores: CSS=68.2, Synergy_ZIP=2.96, Synergy_Bliss=3.45, Synergy_Loewe=3.36, Synergy_HSA=6.19.